The task is: Regression. Given a peptide amino acid sequence and an MHC pseudo amino acid sequence, predict their binding affinity value. This is MHC class I binding data.. This data is from Peptide-MHC class I binding affinity with 185,985 pairs from IEDB/IMGT. (1) The peptide sequence is LQYNTFLQY. The MHC is HLA-A02:12 with pseudo-sequence HLA-A02:12. The binding affinity (normalized) is 0.0847. (2) The peptide sequence is AGGWVLWKV. The MHC is HLA-A03:01 with pseudo-sequence HLA-A03:01. The binding affinity (normalized) is 0.0847.